Predict the reactants needed to synthesize the given product. From a dataset of Full USPTO retrosynthesis dataset with 1.9M reactions from patents (1976-2016). (1) Given the product [C:1]([O:5][C:6](=[O:33])[NH:7][CH2:8][CH2:9][CH2:10][N:11]([CH:12]([C:16]1[C:25]([CH2:26][C:27]2[CH:32]=[CH:31][CH:30]=[CH:29][CH:28]=2)=[N:24][C:23]2[C:18](=[CH:19][CH:20]=[CH:21][CH:22]=2)[N:17]=1)[CH:13]1[CH2:15][CH2:14]1)[C:47](=[O:48])[C:44]1[CH:45]=[CH:46][C:41]([CH3:50])=[CH:42][CH:43]=1)([CH3:4])([CH3:2])[CH3:3], predict the reactants needed to synthesize it. The reactants are: [C:1]([O:5][C:6](=[O:33])[NH:7][CH2:8][CH2:9][CH2:10][NH:11][CH:12]([C:16]1[C:25]([CH2:26][C:27]2[CH:32]=[CH:31][CH:30]=[CH:29][CH:28]=2)=[N:24][C:23]2[C:18](=[CH:19][CH:20]=[CH:21][CH:22]=2)[N:17]=1)[CH:13]1[CH2:15][CH2:14]1)([CH3:4])([CH3:3])[CH3:2].CCN(CC)CC.[C:41]1([CH3:50])[CH:46]=[CH:45][C:44]([C:47](Cl)=[O:48])=[CH:43][CH:42]=1. (2) Given the product [Cl:1][C:2]1[CH:18]=[CH:17][C:5]2[CH2:6][CH2:7][N:8]([C:11](=[O:16])[C:12]([F:15])([F:14])[F:13])[CH2:9][CH2:10][C:4]=2[C:3]=1[NH:40][CH2:39][C:38]1[CH:41]=[CH:42][C:35]([O:34][CH:30]2[CH2:31][CH2:32][CH2:33][C:28]([CH3:43])([CH3:27])[CH2:29]2)=[CH:36][CH:37]=1, predict the reactants needed to synthesize it. The reactants are: [Cl:1][C:2]1[CH:18]=[CH:17][C:5]2[CH2:6][CH2:7][N:8]([C:11](=[O:16])[C:12]([F:15])([F:14])[F:13])[CH2:9][CH2:10][C:4]=2[C:3]=1OS(C(F)(F)F)(=O)=O.[CH3:27][C:28]1([CH3:43])[CH2:33][CH2:32][CH2:31][CH:30]([O:34][C:35]2[CH:42]=[CH:41][C:38]([CH2:39][NH2:40])=[CH:37][CH:36]=2)[CH2:29]1. (3) Given the product [F:14][C:15]1[CH:22]=[CH:21][C:18]([CH2:5][CH2:4][C:3]([OH:11])=[O:10])=[CH:17][C:16]=1[N+:23]([O-:25])=[O:24], predict the reactants needed to synthesize it. The reactants are: [H-].[Na+].[C:3]([O:11]CC)(=[O:10])[CH2:4][C:5](OCC)=O.[F:14][C:15]1[CH:22]=[CH:21][C:18](CBr)=[CH:17][C:16]=1[N+:23]([O-:25])=[O:24]. (4) Given the product [CH2:8]([NH:15][CH2:1][C:2]1[O:6][CH:5]=[CH:4][CH:3]=1)[C:9]1[CH:14]=[CH:13][CH:12]=[CH:11][CH:10]=1, predict the reactants needed to synthesize it. The reactants are: [CH:1](=O)[C:2]1[O:6][CH:5]=[CH:4][CH:3]=1.[CH2:8]([NH2:15])[C:9]1[CH:14]=[CH:13][CH:12]=[CH:11][CH:10]=1. (5) The reactants are: Cl.[Cl:2][C:3]1[C:4]([F:32])=[C:5]([NH:9][C:10]2[C:19]3[C:14](=[CH:15][C:16]([O:30][CH3:31])=[C:17]([O:20][C@H:21]4[CH2:25][NH:24][C@H:23]([C:26]([O:28][CH3:29])=[O:27])[CH2:22]4)[CH:18]=3)[N:13]=[CH:12][N:11]=2)[CH:6]=[CH:7][CH:8]=1.C=O.C([BH3-])#N.[Na+].S([O-])([O-])(=O)=O.[Mg+2]. Given the product [ClH:2].[Cl:2][C:3]1[C:4]([F:32])=[C:5]([NH:9][C:10]2[C:19]3[C:14](=[CH:15][C:16]([O:30][CH3:31])=[C:17]([O:20][C@@H:21]4[CH2:25][NH:24][C@@H:23]([C:26]([O:28][CH3:29])=[O:27])[CH2:22]4)[CH:18]=3)[N:13]=[CH:12][N:11]=2)[CH:6]=[CH:7][CH:8]=1, predict the reactants needed to synthesize it. (6) Given the product [O:1]=[C:2]1[NH:7][C:6]2[CH:8]=[C:9]([C:12]3[CH:13]([C:26]4[CH:31]=[CH:30][CH:29]=[CH:28][CH:27]=4)[S:14][C:15]4[C:20]([CH:21]=3)=[CH:19][CH:18]=[C:17]([C:22]([OH:24])=[O:23])[CH:16]=4)[CH:10]=[CH:11][C:5]=2[O:4][CH2:3]1, predict the reactants needed to synthesize it. The reactants are: [O:1]=[C:2]1[NH:7][C:6]2[CH:8]=[C:9]([C:12]3[CH:13]([C:26]4[CH:31]=[CH:30][CH:29]=[CH:28][CH:27]=4)[S:14][C:15]4[C:20]([CH:21]=3)=[CH:19][CH:18]=[C:17]([C:22]([O:24]C)=[O:23])[CH:16]=4)[CH:10]=[CH:11][C:5]=2[O:4][CH2:3]1.[OH-].[Na+].